This data is from Full USPTO retrosynthesis dataset with 1.9M reactions from patents (1976-2016). The task is: Predict the reactants needed to synthesize the given product. (1) The reactants are: [Cl:1][C:2]1[C:3]([C:27]2[C:35]3[C:30](=[CH:31][CH:32]=[CH:33][CH:34]=3)[NH:29][CH:28]=2)=[N:4][C:5]([NH:8][C:9]2[CH:14]=[C:13]([N+:15]([O-])=O)[C:12]([N:18]3[CH2:23][CH2:22][N:21]([CH3:24])[CH2:20][CH2:19]3)=[CH:11][C:10]=2[O:25][CH3:26])=[N:6][CH:7]=1.[NH4+].[Cl-].O.C(Cl)Cl. Given the product [Cl:1][C:2]1[C:3]([C:27]2[C:35]3[C:30](=[CH:31][CH:32]=[CH:33][CH:34]=3)[NH:29][CH:28]=2)=[N:4][C:5]([NH:8][C:9]2[CH:14]=[C:13]([NH2:15])[C:12]([N:18]3[CH2:19][CH2:20][N:21]([CH3:24])[CH2:22][CH2:23]3)=[CH:11][C:10]=2[O:25][CH3:26])=[N:6][CH:7]=1, predict the reactants needed to synthesize it. (2) Given the product [Si:1]([O:8][CH2:9][C:10](=[CH2:13])[CH:11]=[O:12])([C:4]([CH3:7])([CH3:6])[CH3:5])([CH3:2])[CH3:3], predict the reactants needed to synthesize it. The reactants are: [Si:1]([O:8][CH2:9][C:10](=[CH2:13])[CH2:11][OH:12])([C:4]([CH3:7])([CH3:6])[CH3:5])([CH3:3])[CH3:2]. (3) Given the product [N:25]([CH2:17][CH2:18][CH2:19][C:20]1[O:21][CH:22]=[CH:23][CH:24]=1)=[N+:26]=[N-:27], predict the reactants needed to synthesize it. The reactants are: C([Li])CCC.O1C=CC=C1.BrCCCBr.Br[CH2:17][CH2:18][CH2:19][C:20]1[O:21][CH:22]=[CH:23][CH:24]=1.[N-:25]=[N+:26]=[N-:27].[Na+]. (4) Given the product [C:22]([O:21][C:19]([N:16]1[CH2:17][CH2:18][CH:13]([NH:12][C:9]([C:5]2[C:4]([N+:1]([O-:3])=[O:2])=[CH:8][NH:7][N:6]=2)=[O:11])[CH2:14][CH2:15]1)=[O:20])([CH3:25])([CH3:23])[CH3:24], predict the reactants needed to synthesize it. The reactants are: [N+:1]([C:4]1[C:5]([C:9]([OH:11])=O)=[N:6][NH:7][CH:8]=1)([O-:3])=[O:2].[NH2:12][CH:13]1[CH2:18][CH2:17][N:16]([C:19]([O:21][C:22]([CH3:25])([CH3:24])[CH3:23])=[O:20])[CH2:15][CH2:14]1.C(Cl)CCl.C1C=NC2N(O)N=NC=2C=1. (5) Given the product [CH2:1]([N:8]1[CH2:13][CH2:12][NH:11][C@H:10]([CH2:15][O:16][CH:17]2[CH2:22][CH2:21][CH2:20][CH2:19][O:18]2)[CH2:9]1)[C:2]1[CH:3]=[CH:4][CH:5]=[CH:6][CH:7]=1, predict the reactants needed to synthesize it. The reactants are: [CH2:1]([N:8]1[CH2:13][C:12](=O)[NH:11][C@H:10]([CH2:15][O:16][CH:17]2[CH2:22][CH2:21][CH2:20][CH2:19][O:18]2)[C:9]1=O)[C:2]1[CH:7]=[CH:6][CH:5]=[CH:4][CH:3]=1.[H-].[H-].[H-].[H-].[Li+].[Al+3]. (6) Given the product [CH2:1]([O:5][C:6]1[CH:11]=[CH:10][C:9]([C:12]2[CH:16]=[C:15]([CH2:17][N:30]3[CH:29]=[C:28]4[N:33]=[C:25]([C:19]5[CH:24]=[CH:23][CH:22]=[CH:21][CH:20]=5)[N:26]=[C:27]4[CH:32]=[N:31]3)[O:14][N:13]=2)=[CH:8][CH:7]=1)[CH2:2][CH2:3][CH3:4], predict the reactants needed to synthesize it. The reactants are: [CH2:1]([O:5][C:6]1[CH:11]=[CH:10][C:9]([C:12]2[CH:16]=[C:15]([CH2:17]Cl)[O:14][N:13]=2)=[CH:8][CH:7]=1)[CH2:2][CH2:3][CH3:4].[C:19]1([C:25]2[N:33]=[C:28]3[CH:29]=[N:30][NH:31][CH:32]=[C:27]3[N:26]=2)[CH:24]=[CH:23][CH:22]=[CH:21][CH:20]=1.